Dataset: Reaction yield outcomes from USPTO patents with 853,638 reactions. Task: Predict the reaction yield, written as a fraction of the theoretical maximum amount of product (1.0 means a 100% yield; for example, 0.34 means a 34% yield). The reactants are [CH3:1][C:2]1[C:3]([CH3:21])=[CH:4][C:5]2[N:14]([CH2:15][CH:16]=O)[C:13]3[C:8]([C:9](=[O:19])[NH:10][C:11](=[O:18])[N:12]=3)=[N:7][C:6]=2[CH:20]=1.[NH2:22][CH2:23][CH2:24][CH2:25][NH:26][S:27]([C:30]([F:33])([F:32])[F:31])(=[O:29])=[O:28].C(O)(=O)C.C([BH3-])#N.[Na+]. The catalyst is CO. The product is [CH3:1][C:2]1[C:3]([CH3:21])=[CH:4][C:5]2[N:14]([CH2:15][CH2:16][NH:22][CH2:23][CH2:24][CH2:25][NH:26][S:27]([C:30]([F:33])([F:31])[F:32])(=[O:28])=[O:29])[C:13]3[C:8]([C:9](=[O:19])[NH:10][C:11](=[O:18])[N:12]=3)=[N:7][C:6]=2[CH:20]=1. The yield is 0.130.